From a dataset of Forward reaction prediction with 1.9M reactions from USPTO patents (1976-2016). Predict the product of the given reaction. (1) Given the reactants [H-].[Na+].[CH3:3][N:4]1[CH2:17][CH2:16][C:7]2[NH:8][C:9]3[CH:10]=[CH:11][C:12]([CH3:15])=[CH:13][C:14]=3[C:6]=2[CH2:5]1.[CH3:18][O:19][C:20]1[CH:25]=[CH:24][C:23]([C:26]2([CH3:29])[CH2:28][O:27]2)=[CH:22][CH:21]=1, predict the reaction product. The product is: [CH3:3][N:4]1[CH2:17][CH2:16][C:7]2[N:8]([CH2:29][C:26]([C:23]3[CH:22]=[CH:21][C:20]([O:19][CH3:18])=[CH:25][CH:24]=3)([OH:27])[CH3:28])[C:9]3[CH:10]=[CH:11][C:12]([CH3:15])=[CH:13][C:14]=3[C:6]=2[CH2:5]1. (2) Given the reactants [C:1]([C:3]1[C:4]([CH3:20])=[C:5]2[C:10](=[CH:11][CH:12]=1)[CH2:9][N:8]([C:13]([O:15][C:16]([CH3:19])([CH3:18])[CH3:17])=[O:14])[CH2:7][CH2:6]2)#[N:2].C(=O)([O-])O.[Na+].Cl.[NH2:27][OH:28], predict the reaction product. The product is: [OH:28][NH:27][C:1](=[NH:2])[C:3]1[C:4]([CH3:20])=[C:5]2[C:10](=[CH:11][CH:12]=1)[CH2:9][N:8]([C:13]([O:15][C:16]([CH3:17])([CH3:18])[CH3:19])=[O:14])[CH2:7][CH2:6]2. (3) Given the reactants [C:1]([O:5][C:6]([N:8]1[CH2:13][CH2:12][CH:11]([CH2:14][CH2:15][O:16][C:17]2[CH:22]=[C:21](Cl)[N:20]=[C:19]([C:24]#[N:25])[N:18]=2)[CH2:10][CH2:9]1)=[O:7])([CH3:4])([CH3:3])[CH3:2].[CH2:26]1[C:29]2([CH2:34][CH2:33][CH:32]([CH2:35][NH2:36])[CH2:31][CH2:30]2)[CH2:28][CH2:27]1.C([O-])([O-])=O.[K+].[K+], predict the reaction product. The product is: [C:1]([O:5][C:6]([N:8]1[CH2:13][CH2:12][CH:11]([CH2:14][CH2:15][O:16][C:17]2[CH:22]=[C:21]([NH:36][CH2:35][CH:32]3[CH2:31][CH2:30][C:29]4([CH2:28][CH2:27][CH2:26]4)[CH2:34][CH2:33]3)[N:20]=[C:19]([C:24]#[N:25])[N:18]=2)[CH2:10][CH2:9]1)=[O:7])([CH3:4])([CH3:3])[CH3:2]. (4) Given the reactants Br[C:2]1[CH:3]=[C:4]2[N:10](COCC[Si](C)(C)C)[C:9]([C:19]3[CH:24]=[CH:23][N:22]=[C:21]([NH:25][C:26](=[O:28])[CH3:27])[CH:20]=3)=[C:8]([C:29]3[CH:34]=[CH:33][C:32]([O:35][CH3:36])=[CH:31][N:30]=3)[C:5]2=[N:6][CH:7]=1.[C:37]([NH2:40])(=[O:39])[CH3:38].CC1(C)C2C(=C(P(C3C=CC=CC=3)C3C=CC=CC=3)C=CC=2)OC2C(P(C3C=CC=CC=3)C3C=CC=CC=3)=CC=CC1=2.C(=O)([O-])[O-].[Cs+].[Cs+].Cl, predict the reaction product. The product is: [C:37]([NH:40][C:2]1[CH:3]=[C:4]2[NH:10][C:9]([C:19]3[CH:24]=[CH:23][N:22]=[C:21]([NH:25][C:26](=[O:28])[CH3:27])[CH:20]=3)=[C:8]([C:29]3[CH:34]=[CH:33][C:32]([O:35][CH3:36])=[CH:31][N:30]=3)[C:5]2=[N:6][CH:7]=1)(=[O:39])[CH3:38]. (5) Given the reactants Br[C:2]1[C:10]2[C:5]([NH:6][CH:7]=[N:8][C:9]=2[Cl:11])=[N:4][CH:3]=1.[Li][CH2:13]CCC.BrC[CH2:19][CH2:20][O:21][Si:22]([C:25]([CH3:28])([CH3:27])[CH3:26])([CH3:24])[CH3:23], predict the reaction product. The product is: [O:21]([CH:20]([CH3:19])[CH2:13][C:2]1[C:10]2[C:9]([Cl:11])=[N:8][CH:7]=[N:6][C:5]=2[NH:4][CH:3]=1)[Si:22]([C:25]([CH3:26])([CH3:27])[CH3:28])([CH3:23])[CH3:24].